This data is from Forward reaction prediction with 1.9M reactions from USPTO patents (1976-2016). The task is: Predict the product of the given reaction. (1) Given the reactants [CH:1]1([C:4]2[N:8]([C:9]([O:11][C:12]([CH3:15])([CH3:14])[CH3:13])=[O:10])[C:7]3[CH:16]=[C:17]([C:26]4[C:27]([CH3:32])=[N:28][O:29][C:30]=4[CH3:31])[CH:18]=[C:19]([CH:20]([OH:25])[CH:21]4[CH2:24][CH2:23][O:22]4)[C:6]=3[N:5]=2)[CH2:3][CH2:2]1.O1CCC[CH2:35][CH2:34]1, predict the reaction product. The product is: [CH:1]1([C:4]2[N:8]([C:9]([O:11][C:12]([CH3:15])([CH3:14])[CH3:13])=[O:10])[C:7]3[CH:16]=[C:17]([C:26]4[C:27]([CH3:32])=[N:28][O:29][C:30]=4[CH3:31])[CH:18]=[C:19]([C:20]([CH:21]4[CH2:35][CH2:34][CH2:24][CH2:23][O:22]4)=[O:25])[C:6]=3[N:5]=2)[CH2:2][CH2:3]1. (2) Given the reactants [Cl:1][C:2]1[S:6][C:5]([C:7]2[N:8]=[C:9]([N:16]3[C:24]4[C:19](=[CH:20][CH:21]=[C:22]([O:25][CH2:26][C:27]([O:29]CC)=[O:28])[CH:23]=4)[CH2:18][CH2:17]3)[C:10]3[CH2:15][S:14][CH2:13][C:11]=3[N:12]=2)=[CH:4][CH:3]=1.[OH-].[Na+].O1CCOCC1, predict the reaction product. The product is: [Cl:1][C:2]1[S:6][C:5]([C:7]2[N:8]=[C:9]([N:16]3[C:24]4[C:19](=[CH:20][CH:21]=[C:22]([O:25][CH2:26][C:27]([OH:29])=[O:28])[CH:23]=4)[CH2:18][CH2:17]3)[C:10]3[CH2:15][S:14][CH2:13][C:11]=3[N:12]=2)=[CH:4][CH:3]=1. (3) Given the reactants [ClH:1].O[CH2:3][C:4]1[C:9]([CH2:10]O)=[CH:8][CH:7]=[CH:6][N:5]=1.S(Cl)([Cl:14])=O, predict the reaction product. The product is: [ClH:14].[Cl:1][CH2:3][C:4]1[C:9]([CH2:10][Cl:14])=[CH:8][CH:7]=[CH:6][N:5]=1. (4) Given the reactants B(F)(F)F.CCOCC.[CH3:10][O:11][C:12](=[O:35])[C@H:13]1[O:22][C@@H:17](OC(=O)C)[C@H:16]([O:23][C:24](=[O:26])[CH3:25])[C@@H:15]([O:27][C:28](=[O:30])[CH3:29])[C@@H:14]1[O:31][C:32](=[O:34])[CH3:33].[Cl:36][C:37]([Cl:41])([Cl:40])[CH2:38][OH:39], predict the reaction product. The product is: [CH3:10][O:11][C:12](=[O:35])[C@H:13]1[O:22][C@H:17]([O:39][CH2:38][C:37]([Cl:41])([Cl:40])[Cl:36])[C@H:16]([O:23][C:24](=[O:26])[CH3:25])[C@@H:15]([O:27][C:28](=[O:30])[CH3:29])[C@@H:14]1[O:31][C:32](=[O:34])[CH3:33]. (5) Given the reactants [CH:1]1[C:10]2[CH2:9][CH2:8][CH2:7][CH2:6][C:5]=2[CH:4]=[CH:3][C:2]=1[O:11][C:12]1[C:17]([CH3:18])=[CH:16][C:15]([N+:19]([O-])=O)=[C:14]([CH3:22])[CH:13]=1.O.O.[Sn](Cl)Cl.Cl, predict the reaction product. The product is: [CH:1]1[C:10]2[CH2:9][CH2:8][CH2:7][CH2:6][C:5]=2[CH:4]=[CH:3][C:2]=1[O:11][C:12]1[C:17]([CH3:18])=[CH:16][C:15]([NH2:19])=[C:14]([CH3:22])[CH:13]=1. (6) Given the reactants [C:1]([C@@H:4]([O:16][C:17]([N:19]1[CH2:24][CH2:23][O:22][CH2:21][CH2:20]1)=[O:18])[CH2:5][S:6]([CH2:9][C:10]1[CH:15]=[CH:14][CH:13]=[CH:12][CH:11]=1)(=[O:8])=[O:7])([OH:3])=O.C(Cl)CCl.C1C=CC2N(O)N=NC=2C=1.[NH2:39][C@@H:40]([CH2:52][CH3:53])[CH:41]([C:43]1[O:44][C:45]2[CH:51]=[CH:50][CH:49]=[CH:48][C:46]=2[N:47]=1)[OH:42].CN1CCOCC1.CC(OI1(OC(C)=O)(OC(C)=O)OC(=O)C2C=CC=CC1=2)=O.[O-]S([O-])(=S)=O.[Na+].[Na+], predict the reaction product. The product is: [O:44]1[C:45]2[CH:51]=[CH:50][CH:49]=[CH:48][C:46]=2[N:47]=[C:43]1[C:41]([C@@H:40]([NH:39][C:1]([C@@H:4]([O:16][C:17]([N:19]1[CH2:24][CH2:23][O:22][CH2:21][CH2:20]1)=[O:18])[CH2:5][S:6]([CH2:9][C:10]1[CH:15]=[CH:14][CH:13]=[CH:12][CH:11]=1)(=[O:8])=[O:7])=[O:3])[CH2:52][CH3:53])=[O:42].